Dataset: Reaction yield outcomes from USPTO patents with 853,638 reactions. Task: Predict the reaction yield, written as a fraction of the theoretical maximum amount of product (1.0 means a 100% yield; for example, 0.34 means a 34% yield). (1) The reactants are [NH2:1][C@@H:2]([CH3:32])[C:3]([NH:5][C@@H:6]1[C:12](=[O:13])[N:11]([CH2:14][C:15]2[C:24]3[C:19](=[CH:20][C:21]([Br:25])=[CH:22][CH:23]=3)[CH:18]=[CH:17][C:16]=2[O:26][CH3:27])[C:10]2[CH:28]=[CH:29][CH:30]=[CH:31][C:9]=2[CH2:8][CH2:7]1)=[O:4].[CH:33]1([CH:36]=O)[CH2:35][CH2:34]1. No catalyst specified. The product is [Br:25][C:21]1[CH:20]=[C:19]2[C:24](=[CH:23][CH:22]=1)[C:15]([CH2:14][N:11]1[C:12](=[O:13])[C@@H:6]([NH:5][C:3](=[O:4])[C@@H:2]([NH:1][CH2:36][CH:33]3[CH2:35][CH2:34]3)[CH3:32])[CH2:7][CH2:8][C:9]3[CH:31]=[CH:30][CH:29]=[CH:28][C:10]1=3)=[C:16]([O:26][CH3:27])[CH:17]=[CH:18]2. The yield is 0.479. (2) The reactants are Cl[C:2]1[N:3]=[C:4]([N:18]2[CH2:23][CH2:22][N:21]([C:24]([O:26][C:27]([CH3:30])([CH3:29])[CH3:28])=[O:25])[CH2:20][CH2:19]2)[C:5]2[CH2:10][CH2:9][CH:8]([C:11]3[CH:16]=[CH:15][C:14]([F:17])=[CH:13][CH:12]=3)[C:6]=2[N:7]=1.[Cl:31][C:32]1[N:33]=[CH:34][N:35]([C:37]2[CH:43]=[CH:42][C:40]([NH2:41])=[CH:39][C:38]=2[O:44][CH3:45])[CH:36]=1. No catalyst specified. The product is [Cl:31][C:32]1[N:33]=[CH:34][N:35]([C:37]2[CH:43]=[CH:42][C:40]([NH:41][C:2]3[N:3]=[C:4]([N:18]4[CH2:19][CH2:20][N:21]([C:24]([O:26][C:27]([CH3:29])([CH3:30])[CH3:28])=[O:25])[CH2:22][CH2:23]4)[C:5]4[CH2:10][CH2:9][CH:8]([C:11]5[CH:12]=[CH:13][C:14]([F:17])=[CH:15][CH:16]=5)[C:6]=4[N:7]=3)=[CH:39][C:38]=2[O:44][CH3:45])[CH:36]=1. The yield is 0.621. (3) The reactants are [Br:1][C:2]1[CH:7]=[CH:6][C:5]([CH:8]2[CH2:12][CH2:11][CH2:10][NH:9]2)=[CH:4][CH:3]=1.[CH:13](O)=O.C=O. The catalyst is O. The product is [Br:1][C:2]1[CH:3]=[CH:4][C:5]([CH:8]2[CH2:12][CH2:11][CH2:10][N:9]2[CH3:13])=[CH:6][CH:7]=1. The yield is 0.910. (4) The catalyst is C1COCC1.O. The product is [CH3:33][O:32][C:30]1[CH:31]=[C:26]([CH2:25][O:24][C:14]2[NH:15][N:16]=[C:12]([NH:11][C:49]([C:46]3[CH:47]=[N:48][C:43]([N:40]4[CH2:41][CH2:42][N:37]([CH3:36])[CH2:38][CH2:39]4)=[N:44][CH:45]=3)=[O:50])[CH:13]=2)[CH:27]=[C:28]([O:34][CH3:35])[CH:29]=1. The reactants are C[Si]([N-][Si](C)(C)C)(C)C.[Na+].[NH2:11][C:12]1[N:16](C(OC(C)(C)C)=O)[N:15]=[C:14]([O:24][CH2:25][C:26]2[CH:31]=[C:30]([O:32][CH3:33])[CH:29]=[C:28]([O:34][CH3:35])[CH:27]=2)[CH:13]=1.[CH3:36][N:37]1[CH2:42][CH2:41][N:40]([C:43]2[N:48]=[CH:47][C:46]([C:49](OC)=[O:50])=[CH:45][N:44]=2)[CH2:39][CH2:38]1.[NH4+].[Cl-]. The yield is 0.140. (5) The reactants are [Cl:1][C:2]1[C:3]([O:12][C:13]2[CH:18]=[C:17]([O:19]COC)[CH:16]=[CH:15][C:14]=2[CH2:23][CH2:24][C:25]([O:27][CH2:28][CH3:29])=[O:26])=[N:4][CH:5]=[C:6]([C:8]([F:11])([F:10])[F:9])[CH:7]=1.Cl.[OH-].[Na+]. The catalyst is O1CCCC1.C(OCC)(=O)C. The product is [Cl:1][C:2]1[C:3]([O:12][C:13]2[CH:18]=[C:17]([OH:19])[CH:16]=[CH:15][C:14]=2[CH2:23][CH2:24][C:25]([O:27][CH2:28][CH3:29])=[O:26])=[N:4][CH:5]=[C:6]([C:8]([F:10])([F:9])[F:11])[CH:7]=1. The yield is 0.830. (6) The reactants are [Cl:1][C:2]1[C:7]2[CH:8]=[N:9][NH:10][C:6]=2[CH:5]=[C:4]([Cl:11])[N:3]=1.C(=O)([O-])[O-].[K+].[K+].I[CH:19]([CH3:21])[CH3:20]. The catalyst is C(#N)C. The product is [Cl:1][C:2]1[C:7]2[CH:8]=[N:9][N:10]([CH:19]([CH3:21])[CH3:20])[C:6]=2[CH:5]=[C:4]([Cl:11])[N:3]=1. The yield is 0.400. (7) The reactants are [C:1]([CH2:9][C:10]([O:12][CH2:13][CH3:14])=[O:11])(=[O:8])[C:2]1[CH:7]=[CH:6][CH:5]=[CH:4][CH:3]=1.[Br:15]N1C(=O)CCC1=O.CCOC(C)=O. The catalyst is CS(C)=O. The product is [Br:15][CH:9]([C:1](=[O:8])[C:2]1[CH:7]=[CH:6][CH:5]=[CH:4][CH:3]=1)[C:10]([O:12][CH2:13][CH3:14])=[O:11]. The yield is 0.950. (8) The reactants are [CH:1]1([N:7]2[C:11]3[CH:12]=[CH:13][C:14]([C:16](O)=[O:17])=[CH:15][C:10]=3[N:9]=[C:8]2[C:19]2[CH:20]=[C:21]3[C:26](=[CH:27][CH:28]=2)[N:25]=[C:24]([C:29]2[CH:34]=[CH:33][CH:32]=[CH:31][CH:30]=2)[CH:23]=[CH:22]3)[CH2:6][CH2:5][CH2:4][CH2:3][CH2:2]1.[NH:35]1[CH2:42][CH2:41][CH2:40][C@H:36]1[C:37]([OH:39])=[O:38]. No catalyst specified. The product is [CH:1]1([N:7]2[C:11]3[CH:12]=[CH:13][C:14]([C:16]([N:35]4[CH2:42][CH2:41][CH2:40][CH:36]4[C:37]([OH:39])=[O:38])=[O:17])=[CH:15][C:10]=3[N:9]=[C:8]2[C:19]2[CH:20]=[C:21]3[C:26](=[CH:27][CH:28]=2)[N:25]=[C:24]([C:29]2[CH:30]=[CH:31][CH:32]=[CH:33][CH:34]=2)[CH:23]=[CH:22]3)[CH2:6][CH2:5][CH2:4][CH2:3][CH2:2]1. The yield is 0.150. (9) The reactants are C([BH3-])#N.[Na+].[I-].[Br:6][C:7]1[CH:16]=[CH:15][C:14]([N+:17]([O-:19])=[O:18])=[C:13]2[C:8]=1[CH:9]=[CH:10][N+:11]([CH3:20])=[CH:12]2. The catalyst is CO.O.O.O.O.O.O.[N+]([O-])([O-])=O.[Ni+2].[N+]([O-])([O-])=O. The product is [Br:6][C:7]1[CH:16]=[CH:15][C:14]([N+:17]([O-:19])=[O:18])=[C:13]2[C:8]=1[CH2:9][CH2:10][N:11]([CH3:20])[CH2:12]2. The yield is 0.830. (10) The yield is 0.490. No catalyst specified. The reactants are [O:1]1[C:5]2[CH:6]=[CH:7][C:8]([NH:10][C:11]([C:13]3[C:21]4[C:16](=[CH:17][CH:18]=[CH:19][CH:20]=4)[NH:15][N:14]=3)=[O:12])=[CH:9][C:4]=2[O:3][CH2:2]1.[H-].[Na+].[CH:24]([C:27]1[CH:35]=[CH:34][C:30]([C:31](Cl)=[O:32])=[CH:29][CH:28]=1)([CH3:26])[CH3:25].[CH3:36]N(C=O)C. The product is [O:1]1[C:5]2[CH:6]=[CH:7][C:8]([NH:10][C:11]([C:13]3[C:21]4[C:16](=[CH:17][CH:18]=[CH:19][CH:20]=4)[N:15]([C:31](=[O:32])[C:30]4[CH:34]=[CH:35][C:27]([C:24]([CH3:36])([CH3:26])[CH3:25])=[CH:28][CH:29]=4)[N:14]=3)=[O:12])=[CH:9][C:4]=2[O:3][CH2:2]1.